From a dataset of Full USPTO retrosynthesis dataset with 1.9M reactions from patents (1976-2016). Predict the reactants needed to synthesize the given product. (1) Given the product [Br:1][C:2]1[CH:7]=[CH:6][CH:5]=[CH:4][C:3]=1[NH:12][C:11]1[C:13]([CH3:17])=[CH:14][CH:15]=[CH:16][C:10]=1[CH3:9], predict the reactants needed to synthesize it. The reactants are: [Br:1][C:2]1[CH:7]=[CH:6][CH:5]=[CH:4][C:3]=1I.[CH3:9][C:10]1[CH:16]=[CH:15][CH:14]=[C:13]([CH3:17])[C:11]=1[NH2:12].C1(P(C2C=CC=CC=2)C2C=CC=CC=2OC2C=CC=CC=2P(C2C=CC=CC=2)C2C=CC=CC=2)C=CC=CC=1.CC(C)([O-])C.[Na+]. (2) Given the product [PH4+:24].[Br-:1].[CH2:29]([P+:24]([CH2:20][CH2:21][CH2:22][CH3:23])([CH2:25][CH2:26][CH2:27][CH3:28])[CH2:2][CH2:3][CH2:4][CH2:5][C:6]([O:17][CH2:18][CH3:19])([O:14][CH2:15][CH3:16])[CH2:7][CH2:8][C:9]([O:11][CH2:12][CH3:13])=[O:10])[CH2:30][CH2:31][CH3:32], predict the reactants needed to synthesize it. The reactants are: [Br:1][CH2:2][CH2:3][CH2:4][CH2:5][C:6]([O:17][CH2:18][CH3:19])([O:14][CH2:15][CH3:16])[CH2:7][CH2:8][C:9]([O:11][CH2:12][CH3:13])=[O:10].[CH2:20]([P:24]([CH2:29][CH2:30][CH2:31][CH3:32])[CH2:25][CH2:26][CH2:27][CH3:28])[CH2:21][CH2:22][CH3:23]. (3) Given the product [CH3:29][O:28][C:27]1[C:21]2[CH:20]=[C:19]([NH:18][C:17]([N:6]3[CH2:7][CH2:8][CH:3]([O:2][CH3:1])[CH2:4][CH2:5]3)=[O:16])[S:23][C:22]=2[C:24]([C:30]2[CH:35]=[CH:34][CH:33]=[CH:32][CH:31]=2)=[CH:25][CH:26]=1, predict the reactants needed to synthesize it. The reactants are: [CH3:1][O:2][CH:3]1[CH2:8][CH2:7][NH:6][CH2:5][CH2:4]1.C([O:16][C:17](=O)[NH:18][C:19]1[S:23][C:22]2[C:24]([C:30]3[CH:35]=[CH:34][CH:33]=[CH:32][CH:31]=3)=[CH:25][CH:26]=[C:27]([O:28][CH3:29])[C:21]=2[CH:20]=1)C1C=CC=CC=1.